Predict the product of the given reaction. From a dataset of Forward reaction prediction with 1.9M reactions from USPTO patents (1976-2016). (1) Given the reactants [F:1][C:2]([F:21])([F:20])[C:3]([N:5]1[CH2:11][CH:10]([CH2:12][CH3:13])[C:9]2[CH:14]=[CH:15][C:16]([O:18][CH3:19])=[CH:17][C:8]=2[CH2:7][CH2:6]1)=[O:4].[Br:22]N1C(=O)CCC1=O, predict the reaction product. The product is: [F:21][C:2]([F:1])([F:20])[C:3]([N:5]1[CH2:11][CH:10]([CH2:12][CH3:13])[C:9]2[CH:14]=[C:15]([Br:22])[C:16]([O:18][CH3:19])=[CH:17][C:8]=2[CH2:7][CH2:6]1)=[O:4]. (2) Given the reactants [Cl:1][C:2]1[CH:7]=[C:6]([OH:8])[CH:5]=[CH:4][C:3]=1[C:9]1[CH:14]=[CH:13][CH:12]=[C:11]([CH2:15][O:16][C:17]2[CH:22]=[CH:21][C:20]([C:23]3([CH2:27][C:28]([O:30][CH2:31][CH3:32])=[O:29])[CH2:26][O:25][CH2:24]3)=[CH:19][CH:18]=2)[CH:10]=1.[O:33]1[CH2:38][CH2:37][CH:36]([CH2:39]OS(C2C=CC(C)=CC=2)(=O)=O)[CH2:35][CH2:34]1.C(=O)([O-])[O-].[Cs+].[Cs+], predict the reaction product. The product is: [Cl:1][C:2]1[CH:7]=[C:6]([O:8][CH2:39][CH:36]2[CH2:37][CH2:38][O:33][CH2:34][CH2:35]2)[CH:5]=[CH:4][C:3]=1[C:9]1[CH:14]=[CH:13][CH:12]=[C:11]([CH2:15][O:16][C:17]2[CH:22]=[CH:21][C:20]([C:23]3([CH2:27][C:28]([O:30][CH2:31][CH3:32])=[O:29])[CH2:24][O:25][CH2:26]3)=[CH:19][CH:18]=2)[CH:10]=1. (3) The product is: [F:1]/[C:2](/[C:15]1[CH:19]=[C:18]([CH3:20])[NH:17][N:16]=1)=[CH:33]\[C:32]1[CH:31]=[CH:30][C:29]([S:28]([F:39])([F:27])([F:37])([F:38])[F:40])=[CH:36][CH:35]=1. Given the reactants [F:1][CH:2]([C:15]1[CH:19]=[C:18]([CH3:20])[N:17](C2CCCCO2)[N:16]=1)S(C1SC2C=CC=CC=2N=1)(=O)=O.[F:27][S:28]([F:40])([F:39])([F:38])([F:37])[C:29]1[CH:36]=[CH:35][C:32]([CH:33]=O)=[CH:31][CH:30]=1, predict the reaction product. (4) Given the reactants [Cl:1][C:2]1[CH:25]=[C:24]([CH3:26])[CH:23]=[C:22]([Cl:27])[C:3]=1[O:4][CH2:5][CH2:6][O:7][C:8]1[CH:21]=[CH:20][CH:19]=[CH:18][C:9]=1CC(=C)CCC([O-])=O.[CH3:28][OH:29].[OH-:30].[Li+], predict the reaction product. The product is: [Cl:27][C:22]1[CH:23]=[C:24]([CH3:26])[CH:25]=[C:2]([Cl:1])[C:3]=1[O:4][CH2:5][CH2:6][O:7][C:8]1[CH:9]=[CH:18][C:19]([CH2:24][CH:25]([CH2:2][CH:3]=[CH2:22])[C:28]([OH:30])=[O:29])=[CH:20][CH:21]=1. (5) The product is: [CH2:1]([O:8][C:9]1[CH:14]=[CH:13][C:12]([O:15][CH3:19])=[C:11]([N+:16]([O-:18])=[O:17])[CH:10]=1)[C:2]1[CH:3]=[CH:4][CH:5]=[CH:6][CH:7]=1. Given the reactants [CH2:1]([O:8][C:9]1[CH:14]=[CH:13][C:12]([OH:15])=[C:11]([N+:16]([O-:18])=[O:17])[CH:10]=1)[C:2]1[CH:7]=[CH:6][CH:5]=[CH:4][CH:3]=1.[C:19]([O-])([O-])=O.[K+].[K+].CI, predict the reaction product.